The task is: Predict the product of the given reaction.. This data is from Forward reaction prediction with 1.9M reactions from USPTO patents (1976-2016). (1) The product is: [C:1]([O:5][C:6]([NH:8][C@H:9]1[CH2:13][CH2:12][CH2:11][C@H:10]1[OH:14])=[O:7])([CH3:4])([CH3:2])[CH3:3]. Given the reactants [C:1]([O:5][C:6]([NH:8][C@H:9]1[CH2:13][CH2:12][CH2:11][C@H:10]1[O:14]C(=O)C1C=CC([N+]([O-])=O)=CC=1)=[O:7])([CH3:4])([CH3:3])[CH3:2].CO.O.C(=O)([O-])[O-].[K+].[K+], predict the reaction product. (2) Given the reactants CS(C)=O.C(Cl)(=O)C(Cl)=O.[OH:11][CH2:12][C:13]1([C:18]([O:20][C:21]([CH3:24])([CH3:23])[CH3:22])=[O:19])[CH2:17][CH2:16][CH2:15][CH2:14]1.C(N(CC)C(C)C)(C)C.Cl, predict the reaction product. The product is: [CH:12]([C:13]1([C:18]([O:20][C:21]([CH3:24])([CH3:23])[CH3:22])=[O:19])[CH2:17][CH2:16][CH2:15][CH2:14]1)=[O:11]. (3) Given the reactants Cl.[O:2]1[C:6]2[CH:7]=[CH:8][CH:9]=[C:10]([CH:11]3[CH2:16][CH2:15][N:14]([CH2:17][CH2:18][C@H:19]4[CH2:24][CH2:23][C@H:22]([NH2:25])[CH2:21][CH2:20]4)[CH2:13][CH2:12]3)[C:5]=2[O:4][CH2:3]1.[O:26]1[CH2:31][CH2:30][CH2:29][CH2:28][CH:27]1[CH2:32][C:33](O)=[O:34], predict the reaction product. The product is: [O:2]1[C:6]2[CH:7]=[CH:8][CH:9]=[C:10]([CH:11]3[CH2:16][CH2:15][N:14]([CH2:17][CH2:18][C@H:19]4[CH2:20][CH2:21][C@H:22]([NH:25][C:33](=[O:34])[CH2:32][CH:27]5[CH2:28][CH2:29][CH2:30][CH2:31][O:26]5)[CH2:23][CH2:24]4)[CH2:13][CH2:12]3)[C:5]=2[O:4][CH2:3]1. (4) Given the reactants OS(O)(=O)=O.[C:6]([C:10]1[CH:16]=[CH:15][CH:14]=[CH:13][C:11]=1[NH2:12])([CH3:9])([CH3:8])[CH3:7].[N+:17]([O-])([O-:19])=[O:18].[K+].BrC1N=CC=CC=1C(N)=O, predict the reaction product. The product is: [C:6]([C:10]1[CH:16]=[CH:15][C:14]([N+:17]([O-:19])=[O:18])=[CH:13][C:11]=1[NH2:12])([CH3:9])([CH3:7])[CH3:8]. (5) Given the reactants [CH2:1]([O:8][C:9]1[C:17]([O:18][CH3:19])=[CH:16][C:12]([C:13]([OH:15])=O)=[C:11]([N+:20]([O-:22])=[O:21])[CH:10]=1)[C:2]1[CH:7]=[CH:6][CH:5]=[CH:4][CH:3]=1.Cl.[CH3:24][O:25][C:26](=[O:32])[C@@H:27]1[CH2:31][CH2:30][CH2:29][NH:28]1.C(Cl)CCl.CCN(C(C)C)C(C)C, predict the reaction product. The product is: [CH2:1]([O:8][C:9]1[C:17]([O:18][CH3:19])=[CH:16][C:12]([C:13]([N:28]2[CH2:29][CH2:30][CH2:31][C@H:27]2[C:26]([O:25][CH3:24])=[O:32])=[O:15])=[C:11]([N+:20]([O-:22])=[O:21])[CH:10]=1)[C:2]1[CH:3]=[CH:4][CH:5]=[CH:6][CH:7]=1. (6) Given the reactants O[N:2]1[CH:7]=[CH:6][CH:5]=[C:4]2[NH+:8](COCC[Si](C)(C)C)[NH:9][CH:10]=[C:3]12.[Si]([C:23]#[N:24])(C)(C)C, predict the reaction product. The product is: [NH:8]1[C:4]2[C:3](=[N:2][C:7]([C:23]#[N:24])=[CH:6][CH:5]=2)[CH:10]=[N:9]1.